This data is from Reaction yield outcomes from USPTO patents with 853,638 reactions. The task is: Predict the reaction yield, written as a fraction of the theoretical maximum amount of product (1.0 means a 100% yield; for example, 0.34 means a 34% yield). (1) The reactants are [Br:1][C:2]1[CH:7]=[CH:6][C:5]([N:8]2[C:16]([C:17]([NH:19][CH3:20])=[O:18])=[C:15]3[C:10]([CH:11]=[C:12]([N+:24]([O-])=O)[C:13]([CH:21]4[CH2:23][CH2:22]4)=[CH:14]3)=[N:9]2)=[CH:4][CH:3]=1.[Cl-].[NH4+].CO. The yield is 0.680. The product is [NH2:24][C:12]1[C:13]([CH:21]2[CH2:23][CH2:22]2)=[CH:14][C:15]2[C:10]([CH:11]=1)=[N:9][N:8]([C:5]1[CH:4]=[CH:3][C:2]([Br:1])=[CH:7][CH:6]=1)[C:16]=2[C:17]([NH:19][CH3:20])=[O:18]. The catalyst is C(O)C.O.C(Cl)Cl.[Fe]. (2) The reactants are [C:1]([C:3]1[C:8]2[S:9][CH:10]=[CH:11][C:7]=2[C:6]([NH:12][C@H:13]([C@@H:27]([OH:29])[CH3:28])[C:14]([NH:16][NH:17][C:18](=[O:26])[C:19]2[CH:24]=[CH:23][C:22]([F:25])=[CH:21][CH:20]=2)=O)=[CH:5][CH:4]=1)#[N:2].CCN(P1(N(C)CCCN1C)=NC(C)(C)C)CC.CO. The catalyst is C1COCC1. The product is [F:25][C:22]1[CH:21]=[CH:20][C:19]([C:18]2[O:26][C:14]([C@H:13]([NH:12][C:6]3[C:7]4[CH:11]=[CH:10][S:9][C:8]=4[C:3]([C:1]#[N:2])=[CH:4][CH:5]=3)[C@@H:27]([OH:29])[CH3:28])=[N:16][N:17]=2)=[CH:24][CH:23]=1. The yield is 0.270.